Dataset: Full USPTO retrosynthesis dataset with 1.9M reactions from patents (1976-2016). Task: Predict the reactants needed to synthesize the given product. (1) Given the product [Cl:34][C:35]1[C:36]([C:37]([N:11]2[CH2:10][CH2:9][C:8]([C:4]3[CH:5]=[CH:6][CH:7]=[C:2]([F:1])[CH:3]=3)([CH2:14][CH2:15][N:16]3[C@H:21]4[CH2:22][CH2:23][C@@H:17]3[CH2:18][CH:19]([N:24]3[C:28]5[CH:29]=[CH:30][CH:31]=[CH:32][C:27]=5[N:26]=[C:25]3[CH3:33])[CH2:20]4)[CH2:13][CH2:12]2)=[O:38])=[CH:40][C:41]([S:45]([NH:48][CH2:49][CH3:50])(=[O:46])=[O:47])=[C:42]([F:44])[CH:43]=1, predict the reactants needed to synthesize it. The reactants are: [F:1][C:2]1[CH:3]=[C:4]([C:8]2([CH2:14][CH2:15][N:16]3[C@H:21]4[CH2:22][CH2:23][C@@H:17]3[CH2:18][CH:19]([N:24]3[C:28]5[CH:29]=[CH:30][CH:31]=[CH:32][C:27]=5[N:26]=[C:25]3[CH3:33])[CH2:20]4)[CH2:13][CH2:12][NH:11][CH2:10][CH2:9]2)[CH:5]=[CH:6][CH:7]=1.[Cl:34][C:35]1[CH:43]=[C:42]([F:44])[C:41]([S:45]([NH:48][CH2:49][CH3:50])(=[O:47])=[O:46])=[CH:40][C:36]=1[C:37](O)=[O:38].CN(C(ON1N=NC2C=CC=NC1=2)=[N+](C)C)C.F[P-](F)(F)(F)(F)F. (2) Given the product [CH3:30][O:29][CH2:28][C@H:27]([CH3:31])[CH2:26][O:25][CH2:24][C:21]1[CH:22]=[CH:23][C:18]([C@@H:16]2[C@@H:15]([O:32][CH2:33][C:34]3[CH:35]=[CH:36][C:37]4[O:42][CH2:41][CH2:40][N:39]([CH2:43][CH2:44][CH2:45][O:46][CH3:47])[C:38]=4[CH:48]=3)[CH2:14][N:13]([S:49]([C:52]3[CH:57]=[CH:56][C:55]([CH3:58])=[CH:54][CH:53]=3)(=[O:50])=[O:51])[C@@H:12]([CH2:11][NH2:10])[CH2:17]2)=[CH:19][CH:20]=1, predict the reactants needed to synthesize it. The reactants are: C(OC(=O)[NH:10][CH2:11][C@H:12]1[CH2:17][C@H:16]([C:18]2[CH:23]=[CH:22][C:21]([CH2:24][O:25][CH2:26][C@@H:27]([CH3:31])[CH2:28][O:29][CH3:30])=[CH:20][CH:19]=2)[C@@H:15]([O:32][CH2:33][C:34]2[CH:35]=[CH:36][C:37]3[O:42][CH2:41][CH2:40][N:39]([CH2:43][CH2:44][CH2:45][O:46][CH3:47])[C:38]=3[CH:48]=2)[CH2:14][N:13]1[S:49]([C:52]1[CH:57]=[CH:56][C:55]([CH3:58])=[CH:54][CH:53]=1)(=[O:51])=[O:50])C1C=CC=CC=1.